From a dataset of Peptide-MHC class II binding affinity with 134,281 pairs from IEDB. Regression. Given a peptide amino acid sequence and an MHC pseudo amino acid sequence, predict their binding affinity value. This is MHC class II binding data. The peptide sequence is EKKYFAATQFAPLAA. The MHC is HLA-DPA10103-DPB10601 with pseudo-sequence HLA-DPA10103-DPB10601. The binding affinity (normalized) is 0.786.